The task is: Predict the reaction yield, written as a fraction of the theoretical maximum amount of product (1.0 means a 100% yield; for example, 0.34 means a 34% yield).. This data is from Reaction yield outcomes from USPTO patents with 853,638 reactions. (1) The reactants are Br[C:2]1[CH:7]=[CH:6][C:5]([OH:8])=[C:4]([F:9])[CH:3]=1.[B:10]1([B:10]2[O:14][C:13]([CH3:16])([CH3:15])[C:12]([CH3:18])([CH3:17])[O:11]2)[O:14][C:13]([CH3:16])([CH3:15])[C:12]([CH3:18])([CH3:17])[O:11]1.C([O-])(=O)C.[K+].N#N. The catalyst is O1CCOCC1.C1C=CC(P(C2C=CC=CC=2)[C-]2C=CC=C2)=CC=1.C1C=CC(P(C2C=CC=CC=2)[C-]2C=CC=C2)=CC=1.[Fe+2].C1C=CC(P(C2C=CC=CC=2)[C-]2C=CC=C2)=CC=1.C1C=CC(P(C2C=CC=CC=2)[C-]2C=CC=C2)=CC=1.Cl[Pd]Cl.[Fe+2].C(Cl)Cl. The product is [F:9][C:4]1[CH:3]=[C:2]([B:10]2[O:14][C:13]([CH3:16])([CH3:15])[C:12]([CH3:18])([CH3:17])[O:11]2)[CH:7]=[CH:6][C:5]=1[OH:8]. The yield is 0.930. (2) The reactants are [CH3:1][O:2][C@H:3]1[C@@H:7]2[O:8][C:9]([CH3:12])([CH3:11])[O:10][C@@H:6]2[C@@H:5]([C@H:13]([OH:21])[C@@H:14]([NH2:20])[C:15]([O:17][CH2:18][CH3:19])=[O:16])[O:4]1.CN(C1C=CC=CN=1)C.[CH2:31]([O:38][C:39](ON1C(=O)CCC1=O)=[O:40])[C:32]1[CH:37]=[CH:36][CH:35]=[CH:34][CH:33]=1.C(N(CC)CC)C. The catalyst is C(Cl)Cl.C(OCC)(=O)C. The product is [CH3:1][O:2][C@H:3]1[C@@H:7]2[O:8][C:9]([CH3:11])([CH3:12])[O:10][C@@H:6]2[C@@H:5]([C@H:13]([OH:21])[C@@H:14]([NH:20][C:39]([O:38][CH2:31][C:32]2[CH:37]=[CH:36][CH:35]=[CH:34][CH:33]=2)=[O:40])[C:15]([O:17][CH2:18][CH3:19])=[O:16])[O:4]1. The yield is 0.660. (3) The reactants are [Br:1][C:2]1[C:7]([CH:8]=[O:9])=[CH:6][CH:5]=[CH:4][C:3]=1[CH:10]=[O:11].[CH2:12](O)[CH2:13][OH:14]. The catalyst is C1(C)C=CC=CC=1.O.C1(C)C=CC(S(O)(=O)=O)=CC=1. The product is [Br:1][C:2]1[C:7]([CH:8]2[O:14][CH2:13][CH2:12][O:9]2)=[CH:6][CH:5]=[CH:4][C:3]=1[CH:10]=[O:11]. The yield is 0.625. (4) The reactants are [Br:1][C:2]1[CH:7]=[CH:6][C:5]([CH2:8][NH2:9])=[CH:4][CH:3]=1.CCN(CC)CC.Cl[C:18]1[N:33]=[CH:32][C:31]([C:34]([F:37])([F:36])[F:35])=[CH:30][C:19]=1[C:20]([NH:22][C:23]1[CH:28]=[CH:27][C:26]([F:29])=[CH:25][CH:24]=1)=[O:21]. The catalyst is C1COCC1. The product is [Br:1][C:2]1[CH:7]=[CH:6][C:5]([CH2:8][NH:9][C:18]2[N:33]=[CH:32][C:31]([C:34]([F:36])([F:37])[F:35])=[CH:30][C:19]=2[C:20]([NH:22][C:23]2[CH:28]=[CH:27][C:26]([F:29])=[CH:25][CH:24]=2)=[O:21])=[CH:4][CH:3]=1. The yield is 0.640.